From a dataset of Full USPTO retrosynthesis dataset with 1.9M reactions from patents (1976-2016). Predict the reactants needed to synthesize the given product. Given the product [CH2:13]([N:17]1[C:25]([N:26]2[CH2:31][CH2:30][N:29]([S:8]([CH3:11])(=[O:10])=[O:9])[CH2:28][CH2:27]2)=[N:24][C:23]2[C:18]1=[N:19][C:20]([C:38]1[CH:43]=[N:42][C:41]([NH2:44])=[N:40][CH:39]=1)=[N:21][C:22]=2[N:32]1[CH2:37][CH2:36][O:35][CH2:34][CH2:33]1)[CH:14]([CH3:16])[CH3:15], predict the reactants needed to synthesize it. The reactants are: C(N(CC)CC)C.[S:8](Cl)([CH3:11])(=[O:10])=[O:9].[CH2:13]([N:17]1[C:25]([N:26]2[CH2:31][CH2:30][NH:29][CH2:28][CH2:27]2)=[N:24][C:23]2[C:18]1=[N:19][C:20]([C:38]1[CH:39]=[N:40][C:41]([NH2:44])=[N:42][CH:43]=1)=[N:21][C:22]=2[N:32]1[CH2:37][CH2:36][O:35][CH2:34][CH2:33]1)[CH:14]([CH3:16])[CH3:15].